This data is from Catalyst prediction with 721,799 reactions and 888 catalyst types from USPTO. The task is: Predict which catalyst facilitates the given reaction. Product: [NH2:1][C:2]1[N:10]=[C:9]([O:11][CH2:12][CH2:13][CH2:14][CH3:15])[N:8]=[C:7]2[C:3]=1[NH:4][C:5](=[O:24])[N:6]2[CH2:16][CH2:17][CH2:18][N:19]([CH2:32][C:33]1[CH:34]=[C:35]([CH2:39][C:40]([O:42][CH3:43])=[O:41])[CH:36]=[CH:37][CH:38]=1)[CH2:20][CH2:21][CH2:22][OH:23]. The catalyst class is: 9. Reactant: [NH2:1][C:2]1[N:10]=[C:9]([O:11][CH2:12][CH2:13][CH2:14][CH3:15])[N:8]=[C:7]2[C:3]=1[NH:4][C:5](=[O:24])[N:6]2[CH2:16][CH2:17][CH2:18][NH:19][CH2:20][CH2:21][CH2:22][OH:23].C(=O)([O-])[O-].[K+].[K+].Br[CH2:32][C:33]1[CH:34]=[C:35]([CH2:39][C:40]([O:42][CH3:43])=[O:41])[CH:36]=[CH:37][CH:38]=1.C(=O)([O-])O.[Na+].